From a dataset of Reaction yield outcomes from USPTO patents with 853,638 reactions. Predict the reaction yield, written as a fraction of the theoretical maximum amount of product (1.0 means a 100% yield; for example, 0.34 means a 34% yield). The reactants are [CH3:1][O:2][C:3]([CH2:5]P(OC)(OC)=O)=[O:4].[H-].[Na+].O=[CH:15][C:16]#[C:17][C:18]1[CH:19]=[C:20]([S:24]([NH:27][C:28]2[CH:33]=[CH:32][CH:31]=[CH:30][CH:29]=2)(=[O:26])=[O:25])[CH:21]=[CH:22][CH:23]=1. The catalyst is O1CCCC1. The product is [CH3:1][O:2][C:3](=[O:4])/[CH:5]=[CH:15]/[C:16]#[C:17][C:18]1[CH:23]=[CH:22][CH:21]=[C:20]([S:24](=[O:26])(=[O:25])[NH:27][C:28]2[CH:29]=[CH:30][CH:31]=[CH:32][CH:33]=2)[CH:19]=1. The yield is 0.740.